Predict the reactants needed to synthesize the given product. From a dataset of Full USPTO retrosynthesis dataset with 1.9M reactions from patents (1976-2016). (1) Given the product [C:13]([O:16][C:17](=[O:18])[NH:11][C:8]1([C:5]2[CH:4]=[CH:3][C:2]([I:1])=[CH:7][N:6]=2)[CH2:9][CH2:10]1)([CH3:15])([CH3:14])[CH3:12], predict the reactants needed to synthesize it. The reactants are: [I:1][C:2]1[CH:3]=[CH:4][C:5]([C:8]2([NH2:11])[CH2:10][CH2:9]2)=[N:6][CH:7]=1.[CH3:12][C:13]([O:16][C:17](O[C:17]([O:16][C:13]([CH3:15])([CH3:14])[CH3:12])=[O:18])=[O:18])([CH3:15])[CH3:14].C(N(CC)CC)C. (2) The reactants are: [NH2:1][C@@H:2]1[CH2:8][CH2:7][CH2:6][C@H:5]([C:9]2[CH:14]=[CH:13][CH:12]=[CH:11][CH:10]=2)[N:4]([CH3:15])[C:3]1=[O:16].[F:17][C:18]1[CH:19]=[C:20]([CH2:25][C:26]([NH:28][C@H:29]([C:31](O)=[O:32])[CH3:30])=[O:27])[CH:21]=[C:22]([F:24])[CH:23]=1. Given the product [F:17][C:18]1[CH:19]=[C:20]([CH2:25][C:26]([NH:28][C@H:29]([C:31]([NH:1][C@@H:2]2[CH2:8][CH2:7][CH2:6][C@H:5]([C:9]3[CH:14]=[CH:13][CH:12]=[CH:11][CH:10]=3)[N:4]([CH3:15])[C:3]2=[O:16])=[O:32])[CH3:30])=[O:27])[CH:21]=[C:22]([F:24])[CH:23]=1, predict the reactants needed to synthesize it. (3) The reactants are: [CH3:1][N:2]1[CH2:6][CH2:5][N:4]([CH3:7])[CH:3]1[C:8]1[S:9][CH:10]=[CH:11][CH:12]=1.CN(C)CCN(C)C.C([Li])CCC.[C:26](O[C:26]([O:27][C:28]([CH3:31])([CH3:30])[CH3:29])=[O:32])(=[O:32])[O:27][C:28]([CH3:31])([CH3:30])[CH3:29]. Given the product [C:28]([O:27][C:26]([C:10]1[S:9][C:8]([CH:3]2[N:4]([CH3:7])[CH2:5][CH2:6][N:2]2[CH3:1])=[CH:12][CH:11]=1)=[O:32])([CH3:31])([CH3:30])[CH3:29], predict the reactants needed to synthesize it. (4) The reactants are: I[C:2]1[N:7]=[N:6][C:5]2[NH:8][CH:9]=[CH:10][C:4]=2[CH:3]=1.[CH2:11]([N:15]1[CH:19]=[C:18]([C:20]([O:22][CH3:23])=[O:21])[N:17]=[N:16]1)[CH2:12][C:13]#[CH:14].CCN(CC)CC. Given the product [N:6]1[C:5]2[NH:8][CH:9]=[CH:10][C:4]=2[CH:3]=[C:2]([C:14]#[C:13][CH2:12][CH2:11][N:15]2[CH:19]=[C:18]([C:20]([O:22][CH3:23])=[O:21])[N:17]=[N:16]2)[N:7]=1, predict the reactants needed to synthesize it. (5) Given the product [NH2:1][C:4]1[CH:5]=[CH:6][C:7]([N:10]2[CH2:15][CH2:14][CH2:13][CH2:12][C:11]2=[O:16])=[N:8][CH:9]=1, predict the reactants needed to synthesize it. The reactants are: [N+:1]([C:4]1[CH:5]=[CH:6][C:7]([N:10]2[CH2:15][CH2:14][CH2:13][CH2:12][C:11]2=[O:16])=[N:8][CH:9]=1)([O-])=O. (6) Given the product [F:1][C:2]1[CH:7]=[CH:6][C:5]([CH:8]2[NH:34][N:33]=[C:17]([CH2:18][CH:19]3[CH2:24][CH2:23][N:22]([C:25]([O:27][C:28]([CH3:29])([CH3:31])[CH3:30])=[O:26])[CH2:21][CH2:20]3)[C:9]2([OH:10])[C:11]2[CH:12]=[CH:13][N:14]=[CH:15][CH:16]=2)=[CH:4][CH:3]=1, predict the reactants needed to synthesize it. The reactants are: [F:1][C:2]1[CH:7]=[CH:6][C:5]([CH:8]2[O:10][C:9]2([C:17](=O)[CH2:18][CH:19]2[CH2:24][CH2:23][N:22]([C:25]([O:27][C:28]([CH3:31])([CH3:30])[CH3:29])=[O:26])[CH2:21][CH2:20]2)[C:11]2[CH:16]=[CH:15][N:14]=[CH:13][CH:12]=2)=[CH:4][CH:3]=1.[NH2:33][NH2:34]. (7) Given the product [Br:7][C:6]1[CH:5]=[CH:4][S:3][C:2]=1[CH2:16][CH2:15][O:14][CH3:13], predict the reactants needed to synthesize it. The reactants are: Br[C:2]1[S:3][CH:4]=[CH:5][C:6]=1[Br:7].[Li]CCCC.[CH3:13][O:14][CH2:15][CH2:16]OS(C1C=CC(C)=CC=1)(=O)=O. (8) The reactants are: [CH2:1]([N:3]([CH2:6][C:7]1[S:11][C:10]([C:12]([OH:14])=O)=[CH:9][C:8]=1[CH3:15])[CH2:4][CH3:5])[CH3:2].[NH2:16][C:17]1[C:26]([CH3:27])=[CH:25][C:20]([C:21]([NH:23]O)=[NH:22])=[CH:19][C:18]=1[Cl:28]. Given the product [Cl:28][C:18]1[CH:19]=[C:20]([C:21]2[N:23]=[C:12]([C:10]3[S:11][C:7]([CH2:6][N:3]([CH2:1][CH3:2])[CH2:4][CH3:5])=[C:8]([CH3:15])[CH:9]=3)[O:14][N:22]=2)[CH:25]=[C:26]([CH3:27])[C:17]=1[NH2:16], predict the reactants needed to synthesize it. (9) The reactants are: [CH3:1][C:2]1[N:3]=[N:4][N:5]([CH2:7][C:8]2[CH:13]=[C:12]([C:14]([F:17])([F:16])[F:15])[CH:11]=[CH:10][C:9]=2/[CH:18]=[CH:19]/[C:20]([N:22]2[CH2:27][CH2:26][NH:25][CH2:24][CH2:23]2)=[O:21])[N:6]=1.[CH3:28][C:29]1[O:33][N:32]=[C:31]([CH:34]=O)[CH:30]=1. Given the product [CH3:1][C:2]1[N:3]=[N:4][N:5]([CH2:7][C:8]2[CH:13]=[C:12]([C:14]([F:17])([F:16])[F:15])[CH:11]=[CH:10][C:9]=2/[CH:18]=[CH:19]/[C:20]([N:22]2[CH2:27][CH2:26][N:25]([CH2:34][C:31]3[CH:30]=[C:29]([CH3:28])[O:33][N:32]=3)[CH2:24][CH2:23]2)=[O:21])[N:6]=1, predict the reactants needed to synthesize it. (10) Given the product [C:1]1([CH2:7][CH2:8][CH2:9][CH:10]([NH:20][C:21]([CH:23]2[CH2:28][CH2:27][N:26]([CH2:31][C@@H:30]([OH:29])[CH2:32][O:33][C:34]3[C:43]4[C:38](=[CH:39][CH:40]=[CH:41][CH:42]=4)[N:37]=[CH:36][CH:35]=3)[CH2:25][CH2:24]2)=[O:22])[CH2:11][CH2:12][CH2:13][C:14]2[CH:19]=[CH:18][CH:17]=[CH:16][CH:15]=2)[CH:6]=[CH:5][CH:4]=[CH:3][CH:2]=1, predict the reactants needed to synthesize it. The reactants are: [C:1]1([CH2:7][CH2:8][CH2:9][CH:10]([NH:20][C:21]([CH:23]2[CH2:28][CH2:27][NH:26][CH2:25][CH2:24]2)=[O:22])[CH2:11][CH2:12][CH2:13][C:14]2[CH:19]=[CH:18][CH:17]=[CH:16][CH:15]=2)[CH:6]=[CH:5][CH:4]=[CH:3][CH:2]=1.[O:29]1[CH2:31][C@@H:30]1[CH2:32][O:33][C:34]1[C:43]2[C:38](=[CH:39][CH:40]=[CH:41][CH:42]=2)[N:37]=[CH:36][CH:35]=1.